From a dataset of Catalyst prediction with 721,799 reactions and 888 catalyst types from USPTO. Predict which catalyst facilitates the given reaction. (1) Reactant: [CH3:1][C:2]1[C@@H:19]([O:20][C:21]([C@H:23]([OH:40])[C@@H:24]([NH:31][C:32]([C:34]2[CH:35]=[CH:36][CH:37]=[CH:38][CH:39]=2)=[O:33])[C:25]2[CH:26]=[CH:27][CH:28]=[CH:29][CH:30]=2)=[O:22])[CH2:18][C@:14]2([OH:41])[C:15]([CH3:17])([CH3:16])[C:3]=1[C@@H:4]([O:59][C:60]([CH3:62])=[O:61])[C:5]([C@@:7]1([CH3:58])[C@H:12]([C@@H:13]2[O:42][C:43]([C:45]2[CH:46]=[CH:47][CH:48]=[CH:49][CH:50]=2)=[O:44])[C@:11]2([O:53][C:54]([CH3:56])=[O:55])[CH2:51][O:52][C@@H:10]2[CH2:9][C@@H:8]1[OH:57])=[O:6]. Product: [CH3:1][C:2]1[C@@H:19]([O:20][C:21]([C@H:23]([OH:40])[C@@H:24]([NH:31][C:32]([C:34]2[CH:39]=[CH:38][CH:37]=[CH:36][CH:35]=2)=[O:33])[C:25]2[CH:26]=[CH:27][CH:28]=[CH:29][CH:30]=2)=[O:22])[CH2:18][C@:14]2([OH:41])[C:15]([CH3:16])([CH3:17])[C:3]=1[C@@H:4]([O:59][C:60]([CH3:62])=[O:61])[C:5]([C@@:7]1([CH3:58])[C@H:12]([C@@H:13]2[O:42][C:43]([C:45]2[CH:50]=[CH:49][CH:48]=[CH:47][CH:46]=2)=[O:44])[C@:11]2([O:53][C:54]([CH3:56])=[O:55])[CH2:51][O:52][C@@H:10]2[CH2:9][C@@H:8]1[OH:57])=[O:6].[OH2:6]. The catalyst class is: 10. (2) Reactant: C([Li])CCC.CC1(C)CCCC(C)(C)N1.[F:16][C:17]1[CH:30]=[CH:29][CH:28]=[CH:27][C:18]=1[O:19][CH:20]1[CH2:25][CH2:24][N:23]([CH3:26])[CH2:22][CH2:21]1.[Br:31]C(Cl)(Cl)C(Br)(Cl)Cl. The catalyst class is: 1. Product: [Br:31][C:30]1[C:17]([F:16])=[C:18]([CH:27]=[CH:28][CH:29]=1)[O:19][CH:20]1[CH2:25][CH2:24][N:23]([CH3:26])[CH2:22][CH2:21]1. (3) Reactant: [CH2:1]([N:8]([CH2:17][CH:18]([OH:27])[CH:19]([OH:26])[CH:20]([OH:25])[CH:21]([OH:24])[CH2:22][OH:23])[CH2:9][CH2:10][CH2:11][CH2:12][C:13]([O:15]C)=[O:14])[C:2]1[CH:7]=[CH:6][CH:5]=[CH:4][CH:3]=1.[OH-].[K+]. Product: [CH2:1]([N:8]([CH2:17][CH:18]([OH:27])[CH:19]([OH:26])[CH:20]([OH:25])[CH:21]([OH:24])[CH2:22][OH:23])[CH2:9][CH2:10][CH2:11][CH2:12][C:13]([OH:15])=[O:14])[C:2]1[CH:3]=[CH:4][CH:5]=[CH:6][CH:7]=1. The catalyst class is: 40. (4) Reactant: [O:1]1[CH2:3][C@H:2]1[CH2:4][O:5][C:6]1[C:18]2[C:17]3[C:12](=[CH:13][CH:14]=[CH:15][CH:16]=3)[NH:11][C:10]=2[CH:9]=[CH:8][CH:7]=1.[CH:19]1[C:28]2[C:23](=[CH:24][CH:25]=[CH:26][CH:27]=2)[CH:22]=[CH:21][C:20]=1[N:29]1[CH2:36][C@H:35]2[NH:37][CH2:38][C@@H:30]1[CH2:31][CH:32]=[CH:33][CH2:34]2.CCN(C(C)C)C(C)C. Product: [CH:9]1[C:10]2[NH:11][C:12]3[C:17](=[CH:16][CH:15]=[CH:14][CH:13]=3)[C:18]=2[C:6]([O:5][CH2:4][C@@H:2]([OH:1])[CH2:3][N:37]2[CH2:38][CH:30]3[N:29]([C:20]4[CH:21]=[CH:22][C:23]5[C:28](=[CH:27][CH:26]=[CH:25][CH:24]=5)[CH:19]=4)[CH2:36][CH:35]2[CH2:34][CH:33]=[CH:32][CH2:31]3)=[CH:7][CH:8]=1. The catalyst class is: 8. (5) Reactant: C[O-].[Na+].Cl[CH:5](Cl)[C:6]([O:8][CH3:9])=[O:7].[CH:11](=O)[CH3:12].[NH2:14][C:15]([NH2:17])=[S:16]. Product: [NH2:17][C:15]1[S:16][C:11]([CH3:12])=[C:5]([C:6]([O:8][CH3:9])=[O:7])[N:14]=1. The catalyst class is: 280. (6) The catalyst class is: 9. Reactant: [Cl:1][C:2]1[C:7]([O:8][CH3:9])=[CH:6][N:5]=[C:4]2[NH:10][CH:11]=[CH:12][C:3]=12.[H-].[Na+].[C:15]1([S:21](Cl)(=[O:23])=[O:22])[CH:20]=[CH:19][CH:18]=[CH:17][CH:16]=1.O. Product: [Cl:1][C:2]1[C:7]([O:8][CH3:9])=[CH:6][N:5]=[C:4]2[N:10]([S:21]([C:15]3[CH:20]=[CH:19][CH:18]=[CH:17][CH:16]=3)(=[O:23])=[O:22])[CH:11]=[CH:12][C:3]=12. (7) Reactant: [CH3:1][C:2]1[N:3]=[CH:4][S:5][C:6]=1[CH2:7][CH2:8][OH:9].[C:10]1([CH3:20])[CH:15]=[CH:14][C:13]([S:16](Cl)(=[O:18])=[O:17])=[CH:12][CH:11]=1. Product: [CH3:20][C:10]1[CH:15]=[CH:14][C:13]([S:16]([O:9][CH2:8][CH2:7][C:6]2[S:5][CH:4]=[N:3][C:2]=2[CH3:1])(=[O:18])=[O:17])=[CH:12][CH:11]=1. The catalyst class is: 202. (8) The catalyst class is: 18. Reactant: [CH3:1][O:2][C:3]1[CH:8]=[C:7]([O:9][CH3:10])[N:6]=[C:5]([N:11]2[C:20](=[O:21])[C:19]3[C:14](=[CH:15][C:16]([C:22](O)=[O:23])=[CH:17][CH:18]=3)[NH:13][C:12]2=[S:25])[N:4]=1.[NH2:26][CH2:27][CH:28]1[CH2:33][CH2:32][N:31](C(OC(C)(C)C)=O)[CH2:30][CH2:29]1.C(Cl)CCl. Product: [CH3:1][O:2][C:3]1[CH:8]=[C:7]([O:9][CH3:10])[N:6]=[C:5]([N:11]2[C:20](=[O:21])[C:19]3[C:14](=[CH:15][C:16]([C:22]([NH:26][CH2:27][CH:28]4[CH2:33][CH2:32][NH:31][CH2:30][CH2:29]4)=[O:23])=[CH:17][CH:18]=3)[NH:13][C:12]2=[S:25])[N:4]=1. (9) Reactant: [F:1][C:2]([F:21])([F:20])[C:3]1[CH:8]=[CH:7][C:6]([C:9]2[CH:10]=[C:11]3[C:16](=[CH:17][CH:18]=2)[NH:15][C:14](=[O:19])[CH2:13][CH2:12]3)=[CH:5][CH:4]=1.C([Li])CCC.[CH2:27]([O:34][C:35](Cl)=[O:36])[C:28]1[CH:33]=[CH:32][CH:31]=[CH:30][CH:29]=1.C(OCC)C. Product: [O:19]=[C:14]1[CH2:13][CH2:12][C:11]2[C:16](=[CH:17][CH:18]=[C:9]([C:6]3[CH:5]=[CH:4][C:3]([C:2]([F:1])([F:20])[F:21])=[CH:8][CH:7]=3)[CH:10]=2)[N:15]1[C:35]([O:34][CH2:27][C:28]1[CH:33]=[CH:32][CH:31]=[CH:30][CH:29]=1)=[O:36]. The catalyst class is: 7. (10) Product: [CH3:23][C:22]1[C:3]2[C:2]([O:1][C:24](=[O:29])[C:25]([CH3:28])([CH3:27])[CH3:26])=[C:7]([C:8](=[O:9])[N:10]([CH3:11])[C:12]3[CH:17]=[CH:16][CH:15]=[CH:14][CH:13]=3)[C:6](=[O:18])[N:5]([CH3:19])[C:4]=2[S:20][CH:21]=1. Reactant: [OH:1][C:2]1[C:3]2[C:22]([CH3:23])=[CH:21][S:20][C:4]=2[N:5]([CH3:19])[C:6](=[O:18])[C:7]=1[C:8]([N:10]([C:12]1[CH:17]=[CH:16][CH:15]=[CH:14][CH:13]=1)[CH3:11])=[O:9].[C:24](Cl)(=[O:29])[C:25]([CH3:28])([CH3:27])[CH3:26].Cl. The catalyst class is: 17.